From a dataset of Catalyst prediction with 721,799 reactions and 888 catalyst types from USPTO. Predict which catalyst facilitates the given reaction. (1) Reactant: [Cl:1][C:2]1[CH:33]=[CH:32][C:5]([CH2:6][CH:7]2[CH2:11][CH2:10][C:9]([CH2:13]OS(C3C=CC(C)=CC=3)(=O)=O)([CH3:12])[C:8]2([OH:31])[CH2:25][N:26]2[CH:30]=[N:29][CH:28]=[N:27]2)=[CH:4][CH:3]=1.[Cl-:34].[Li+].C(OCC)(=O)C. Product: [Cl:1][C:2]1[CH:33]=[CH:32][C:5]([CH2:6][CH:7]2[C:8]([CH2:25][N:26]3[CH:30]=[N:29][CH:28]=[N:27]3)([OH:31])[C:9]([CH2:13][Cl:34])([CH3:12])[CH2:10][CH2:11]2)=[CH:4][CH:3]=1. The catalyst class is: 9. (2) Reactant: [NH2:1][CH:2]1[CH2:11][C:10]2[C:5](=[CH:6][C:7]([Br:12])=[CH:8][CH:9]=2)[N:4]([OH:13])[C:3]1=[O:14].Cl.NC(CC1C=CC(Br)=CC=1[N+]([O-])=O)C(O)=O.O.O.[Sn](Cl)Cl. Product: [NH2:1][C@@H:2]1[CH2:11][C:10]2[C:5](=[CH:6][C:7]([Br:12])=[CH:8][CH:9]=2)[N:4]([OH:13])[C:3]1=[O:14]. The catalyst class is: 14.